Dataset: Catalyst prediction with 721,799 reactions and 888 catalyst types from USPTO. Task: Predict which catalyst facilitates the given reaction. (1) Reactant: [CH2:1]([N:8]1[C:17](=[O:18])[C:16]2[C:11](=[N:12][C:13]3[CH:22]=[CH:21][CH:20]=[CH:19][C:14]=3[N:15]=2)[N:10]=[C:9]1[CH2:23][CH:24]([CH3:26])[CH3:25])[C:2]1[CH:7]=[CH:6][CH:5]=[CH:4][CH:3]=1.C([O-])(=O)C.[Na+].[Br:32]Br. Product: [CH2:1]([N:8]1[C:17](=[O:18])[C:16]2[C:11](=[N:12][C:13]3[CH:22]=[CH:21][CH:20]=[CH:19][C:14]=3[N:15]=2)[N:10]=[C:9]1[CH:23]([Br:32])[CH:24]([CH3:26])[CH3:25])[C:2]1[CH:3]=[CH:4][CH:5]=[CH:6][CH:7]=1. The catalyst class is: 86. (2) Reactant: [Cl:1][C:2]1[CH:3]=[C:4]([C@@H:8]([C@@H:17]2[CH2:22][CH2:21][CH2:20][N:19]([C:23](=[O:43])[NH:24][CH2:25][C@@H:26]([N:34](C(OC(C)(C)C)=O)[CH3:35])[CH2:27][C@H:28]3[CH2:33][CH2:32][CH2:31][O:30][CH2:29]3)[CH2:18]2)[O:9][CH2:10][CH2:11][NH:12][C:13](=[O:16])[O:14][CH3:15])[CH:5]=[CH:6][CH:7]=1.Cl. Product: [ClH:1].[Cl:1][C:2]1[CH:3]=[C:4]([C@@H:8]([C@@H:17]2[CH2:22][CH2:21][CH2:20][N:19]([C:23](=[O:43])[NH:24][CH2:25][C@@H:26]([NH:34][CH3:35])[CH2:27][C@H:28]3[CH2:33][CH2:32][CH2:31][O:30][CH2:29]3)[CH2:18]2)[O:9][CH2:10][CH2:11][NH:12][C:13](=[O:16])[O:14][CH3:15])[CH:5]=[CH:6][CH:7]=1.[Cl:1][C:2]1[CH:3]=[C:4]([C@@H:8]([C@@H:17]2[CH2:22][CH2:21][CH2:20][N:19]([C:23](=[O:43])[NH:24][CH2:25][C@@H:26]([NH:34][CH3:35])[CH2:27][C@H:28]3[CH2:33][CH2:32][CH2:31][O:30][CH2:29]3)[CH2:18]2)[O:9][CH2:10][CH2:11][NH:12][C:13](=[O:16])[O:14][CH3:15])[CH:5]=[CH:6][CH:7]=1. The catalyst class is: 12. (3) Reactant: [OH2:1].[OH-].[Li+].C1[CH2:8][O:7]CC1.O.OO.C([C@@H]1COC(=O)N1C(=O)[C@H:26]([C@@H:34]1[CH2:38][CH2:37][CH2:36][N:35]1[C:39]([O:41][C:42]([CH3:45])([CH3:44])[CH3:43])=[O:40])[C:27]1[CH:32]=[CH:31][C:30]([Cl:33])=[CH:29][CH:28]=1)C1C=CC=CC=1. The catalyst class is: 1. Product: [C:42]([O:41][C:39]([N:35]1[CH2:36][CH2:37][CH2:38][C@H:34]1[C@H:26]([C:27]1[CH:32]=[CH:31][C:30]([Cl:33])=[CH:29][CH:28]=1)[C:8]([OH:7])=[O:1])=[O:40])([CH3:45])([CH3:43])[CH3:44]. (4) Reactant: [CH:1]1([NH:4][S:5]([C:8]2[CH:13]=[CH:12][C:11]([F:14])=[C:10]([N+:15]([O-])=O)[CH:9]=2)(=[O:7])=[O:6])[CH2:3][CH2:2]1. Product: [CH:1]1([NH:4][S:5]([C:8]2[CH:13]=[CH:12][C:11]([F:14])=[C:10]([NH2:15])[CH:9]=2)(=[O:7])=[O:6])[CH2:3][CH2:2]1. The catalyst class is: 50. (5) Reactant: [C:1]([NH:4][NH:5][C:6]([C:8]1[NH:9][C:10]2[C:15]([CH:16]=1)=[CH:14][CH:13]=[CH:12][C:11]=2[NH:17][S:18]([C:21]1[S:22][CH:23]=[CH:24][CH:25]=1)(=[O:20])=[O:19])=O)(=O)[CH3:2].COC1C=CC(P2(SP(C3C=CC(OC)=CC=3)(=S)S2)=[S:35])=CC=1. Product: [CH3:2][C:1]1[S:35][C:6]([C:8]2[NH:9][C:10]3[C:15]([CH:16]=2)=[CH:14][CH:13]=[CH:12][C:11]=3[NH:17][S:18]([C:21]2[S:22][CH:23]=[CH:24][CH:25]=2)(=[O:20])=[O:19])=[N:5][N:4]=1. The catalyst class is: 7. (6) Reactant: [CH2:1]([O:8][CH2:9][C:10](Cl)=[O:11])[C:2]1[CH:7]=[CH:6][CH:5]=[CH:4][CH:3]=1.Cl.[CH2:14]([NH:16][CH2:17][C:18]([C:20]1[CH:25]=[CH:24][C:23]([F:26])=[C:22]([CH3:27])[CH:21]=1)=[O:19])[CH3:15].C(N(CC)CC)C. Product: [CH2:1]([O:8][CH2:9][C:10]([N:16]([CH2:14][CH3:15])[CH2:17][C:18]([C:20]1[CH:25]=[CH:24][C:23]([F:26])=[C:22]([CH3:27])[CH:21]=1)=[O:19])=[O:11])[C:2]1[CH:7]=[CH:6][CH:5]=[CH:4][CH:3]=1. The catalyst class is: 4.